From a dataset of Reaction yield outcomes from USPTO patents with 853,638 reactions. Predict the reaction yield, written as a fraction of the theoretical maximum amount of product (1.0 means a 100% yield; for example, 0.34 means a 34% yield). The reactants are [Br:1][C:2]1[CH:3]=[CH:4][C:5]([F:8])=[N:6][CH:7]=1.C([N-]C(C)C)(C)C.[Li+].C([O:19][C:20](=O)[C:21]([N:23]([CH3:25])[CH3:24])=[O:22])C. The catalyst is C1COCC1. The product is [Br:1][C:2]1[CH:3]=[C:4]([C:20](=[O:19])[C:21]([N:23]([CH3:25])[CH3:24])=[O:22])[C:5]([F:8])=[N:6][CH:7]=1. The yield is 0.651.